This data is from Full USPTO retrosynthesis dataset with 1.9M reactions from patents (1976-2016). The task is: Predict the reactants needed to synthesize the given product. (1) Given the product [CH3:28][O:29][C:30]([C:32]1([NH:41][C:8](=[O:10])[C:7]2[CH:11]=[CH:12][C:13]([O:14][CH3:15])=[C:5]([O:4][C:1](=[O:3])[CH3:2])[CH:6]=2)[CH2:40][C:39]2[C:34](=[CH:35][CH:36]=[CH:37][CH:38]=2)[CH2:33]1)=[O:31], predict the reactants needed to synthesize it. The reactants are: [C:1]([O:4][C:5]1[CH:6]=[C:7]([CH:11]=[CH:12][C:13]=1[O:14][CH3:15])[C:8]([OH:10])=O)(=[O:3])[CH3:2].CN(C=O)C.C(Cl)(=O)C(Cl)=O.Cl.[CH3:28][O:29][C:30]([C:32]1([NH2:41])[CH2:40][C:39]2[C:34](=[CH:35][CH:36]=[CH:37][CH:38]=2)[CH2:33]1)=[O:31].C(=O)([O-])O.[Na+]. (2) Given the product [Cl:1][C:2]1[CH:13]=[CH:12][C:5]([C:6](=[O:7])[CH2:30][CH2:29][C:28]2[CH:32]=[CH:4][CH:3]=[CH:2][CH:13]=2)=[C:4]([NH:14][C:15]2[CH:20]=[CH:19][CH:18]=[C:17]([N:21]3[C:25]([CH3:26])=[CH:24][CH:23]=[C:22]3[CH3:27])[N:16]=2)[CH:3]=1, predict the reactants needed to synthesize it. The reactants are: [Cl:1][C:2]1[CH:13]=[CH:12][C:5]([C:6](N(OC)C)=[O:7])=[C:4]([NH:14][C:15]2[CH:20]=[CH:19][CH:18]=[C:17]([N:21]3[C:25]([CH3:26])=[CH:24][CH:23]=[C:22]3[CH3:27])[N:16]=2)[CH:3]=1.[CH2:28]1[CH2:32]O[CH2:30][CH2:29]1. (3) Given the product [C:1]([O:5][C:6](=[O:29])[NH:7][CH2:8][C:9]([F:28])([F:27])[CH:10]([NH2:17])[C:11]1[CH:12]=[CH:13][CH:14]=[CH:15][CH:16]=1)([CH3:4])([CH3:2])[CH3:3], predict the reactants needed to synthesize it. The reactants are: [C:1]([O:5][C:6](=[O:29])[NH:7][CH2:8][C:9]([F:28])([F:27])[CH:10]([NH:17]CC1C=CC(OC)=CC=1)[C:11]1[CH:16]=[CH:15][CH:14]=[CH:13][CH:12]=1)([CH3:4])([CH3:3])[CH3:2].